This data is from Reaction yield outcomes from USPTO patents with 853,638 reactions. The task is: Predict the reaction yield, written as a fraction of the theoretical maximum amount of product (1.0 means a 100% yield; for example, 0.34 means a 34% yield). (1) The reactants are CN(C(ON1N=NC2C=CC=NC1=2)=[N+](C)C)C.F[P-](F)(F)(F)(F)F.[I:25][C:26]1[NH:30][C:29]([C@@H:31]2[CH2:36][C@@H:35]3[C@@H:33]([CH2:34]3)[NH:32]2)=[N:28][CH:27]=1.[CH3:37][O:38][C:39]([NH:41][C@@H:42]([CH:46]([CH3:48])[CH3:47])[C:43](O)=[O:44])=[O:40].CCN(C(C)C)C(C)C. The catalyst is CN(C=O)C.CO.O. The product is [I:25][C:26]1[NH:30][C:29]([C@@H:31]2[CH2:36][C@@H:35]3[C@@H:33]([CH2:34]3)[N:32]2[C:43](=[O:44])[C@@H:42]([NH:41][C:39](=[O:40])[O:38][CH3:37])[CH:46]([CH3:48])[CH3:47])=[N:28][CH:27]=1. The yield is 0.910. (2) The reactants are [O:1]([CH2:8][C:9]([NH:11][C:12]1[NH:13][C:14](=[O:36])[C:15]2[N:16]=[CH:17][N:18]([C:34]=2[N:35]=1)[C@@H:19]1[O:33][C@H:30]([CH2:31][OH:32])[C@@H:28]([OH:29])[C@H:20]1[O:21][CH2:22][O:23][CH2:24][CH2:25][C:26]#[N:27])=[O:10])[C:2]1[CH:7]=[CH:6][CH:5]=[CH:4][CH:3]=1.N1C=CC=CC=1.[CH3:43][O:44][C:45]1[CH:66]=[CH:65][C:48]([C:49](Cl)([C:58]2[CH:63]=[CH:62][CH:61]=[CH:60][CH:59]=2)[C:50]2[CH:55]=[CH:54][C:53]([O:56][CH3:57])=[CH:52][CH:51]=2)=[CH:47][CH:46]=1. The catalyst is CO. The product is [O:1]([CH2:8][C:9]([NH:11][C:12]1[NH:13][C:14](=[O:36])[C:15]2[N:16]=[CH:17][N:18]([C:34]=2[N:35]=1)[C@@H:19]1[O:33][C@H:30]([CH2:31][O:32][C:49]([C:58]2[CH:63]=[CH:62][CH:61]=[CH:60][CH:59]=2)([C:50]2[CH:55]=[CH:54][C:53]([O:56][CH3:57])=[CH:52][CH:51]=2)[C:48]2[CH:47]=[CH:46][C:45]([O:44][CH3:43])=[CH:66][CH:65]=2)[C@@H:28]([OH:29])[C@H:20]1[O:21][CH2:22][O:23][CH2:24][CH2:25][C:26]#[N:27])=[O:10])[C:2]1[CH:7]=[CH:6][CH:5]=[CH:4][CH:3]=1. The yield is 0.750. (3) The reactants are [OH:1][C:2]1[CH:3]=[C:4]([N:8]2[CH:13]=[CH:12][C:11](=[O:14])[C:10]([C:15]3[N:19]([C:20]4[CH:25]=[CH:24][CH:23]=[CH:22][CH:21]=4)[N:18]=[CH:17][CH:16]=3)=[N:9]2)[CH:5]=[CH:6][CH:7]=1.Cl[C:27]1[NH:28][C:29]2[CH:35]=[CH:34][CH:33]=[CH:32][C:30]=2[N:31]=1. The catalyst is CCN(CC)CC.C(OCC)(=O)C. The product is [NH:28]1[C:29]2[CH:35]=[CH:34][CH:33]=[CH:32][C:30]=2[N:31]=[C:27]1[O:1][C:2]1[CH:3]=[C:4]([N:8]2[CH:13]=[CH:12][C:11](=[O:14])[C:10]([C:15]3[N:19]([C:20]4[CH:21]=[CH:22][CH:23]=[CH:24][CH:25]=4)[N:18]=[CH:17][CH:16]=3)=[N:9]2)[CH:5]=[CH:6][CH:7]=1. The yield is 0.180. (4) The reactants are [F:1][C:2]1[CH:7]=[CH:6][C:5]([OH:8])=[CH:4][CH:3]=1.[Cl:9][C:10]1[N:15]=[C:14](Cl)[CH:13]=[C:12]([CH3:17])[N:11]=1.O. The product is [Cl:9][C:10]1[N:15]=[C:14]([O:8][C:5]2[CH:6]=[CH:7][C:2]([F:1])=[CH:3][CH:4]=2)[CH:13]=[C:12]([CH3:17])[N:11]=1. The catalyst is O1CCCC1. The yield is 0.680. (5) The product is [CH3:17][S:18]([O:9][CH2:8][C:5]1[CH:4]=[N:3][C:2]([Cl:1])=[CH:7][N:6]=1)(=[O:20])=[O:19]. The yield is 0.790. The catalyst is ClCCl. The reactants are [Cl:1][C:2]1[N:3]=[CH:4][C:5]([CH2:8][OH:9])=[N:6][CH:7]=1.C(N(CC)CC)C.[CH3:17][S:18](Cl)(=[O:20])=[O:19].S([O-])(=O)(=O)C. (6) The reactants are [Cl:1][C:2]1[N:3]=[C:4]([CH2:8][OH:9])[NH:5][C:6]=1[Cl:7].[OH-].[Na+].[CH3:12]I. The catalyst is CO. The product is [Cl:1][C:2]1[N:3]=[C:4]([CH2:8][OH:9])[N:5]([CH3:12])[C:6]=1[Cl:7]. The yield is 0.280.